Dataset: Forward reaction prediction with 1.9M reactions from USPTO patents (1976-2016). Task: Predict the product of the given reaction. (1) Given the reactants [O:1]([CH3:3])[Na].Cl[C:5]1[CH:10]=[C:9]([O:11][CH2:12][C:13]2[CH:18]=[CH:17][C:16]([O:19][CH3:20])=[CH:15][CH:14]=2)[N:8]=[C:7]([C:21]2[CH:26]=[CH:25][CH:24]=[CH:23][CH:22]=2)[N:6]=1, predict the reaction product. The product is: [CH3:3][O:1][C:5]1[CH:10]=[C:9]([O:11][CH2:12][C:13]2[CH:18]=[CH:17][C:16]([O:19][CH3:20])=[CH:15][CH:14]=2)[N:8]=[C:7]([C:21]2[CH:26]=[CH:25][CH:24]=[CH:23][CH:22]=2)[N:6]=1. (2) The product is: [CH3:12][O:11][C:4]1[CH:3]=[C:2]([C:15]2[CH:16]=[CH:17][S:13][CH:14]=2)[CH:7]=[C:6]([N+:8]([O-:10])=[O:9])[CH:5]=1. Given the reactants I[C:2]1[CH:7]=[C:6]([N+:8]([O-:10])=[O:9])[CH:5]=[C:4]([O:11][CH3:12])[CH:3]=1.[S:13]1[CH:17]=[CH:16][C:15](B(O)O)=[CH:14]1.C(=O)([O-])[O-].[K+].[K+], predict the reaction product. (3) Given the reactants C([O:5][C:6](=[O:41])[CH2:7][O:8][C:9]1[C:14]2[CH2:15][CH2:16][CH2:17][CH2:18][CH:19]([NH:20][S:21]([C:24]3[CH:29]=[CH:28][C:27]([C:30]4[CH:35]=[C:34]([CH3:36])[CH:33]=[C:32]([C:37]([CH3:40])([CH3:39])[CH3:38])[CH:31]=4)=[CH:26][N:25]=3)(=[O:23])=[O:22])[C:13]=2[CH:12]=[CH:11][CH:10]=1)(C)(C)C.[OH-].[Na+], predict the reaction product. The product is: [C:37]([C:32]1[CH:31]=[C:30]([C:27]2[CH:28]=[CH:29][C:24]([S:21]([NH:20][CH:19]3[C:13]4[CH:12]=[CH:11][CH:10]=[C:9]([O:8][CH2:7][C:6]([OH:41])=[O:5])[C:14]=4[CH2:15][CH2:16][CH2:17][CH2:18]3)(=[O:23])=[O:22])=[N:25][CH:26]=2)[CH:35]=[C:34]([CH3:36])[CH:33]=1)([CH3:40])([CH3:38])[CH3:39]. (4) The product is: [N+:12]([C:10]1[C:7]([O:8][CH3:9])=[C:5]([OH:6])[CH:4]=[C:3]([CH:11]=1)[CH:2]=[O:1])([O-:14])=[O:13]. Given the reactants [O:1]=[CH:2][C:3]1[CH:11]=[CH:10][C:7]([O:8][CH3:9])=[C:5]([OH:6])[CH:4]=1.[N+:12]([O-])([OH:14])=[O:13], predict the reaction product. (5) Given the reactants [CH:1]1[C:13]2[CH:12]([CH2:14][O:15][C:16]([NH:18][CH2:19][CH2:20][O:21][CH2:22][CH2:23][O:24][CH2:25][C:26]([OH:28])=[O:27])=[O:17])[C:11]3[C:6](=[CH:7][CH:8]=[CH:9][CH:10]=3)[C:5]=2[CH:4]=[CH:3][CH:2]=1.[CH3:29][C:30](=[CH2:32])[CH3:31].OS(O)(=O)=O, predict the reaction product. The product is: [C:30]([O:27][C:26](=[O:28])[CH2:25][O:24][CH2:23][CH2:22][O:21][CH2:20][CH2:19][NH:18][C:16]([O:15][CH2:14][CH:12]1[C:11]2[CH:10]=[CH:9][CH:8]=[CH:7][C:6]=2[C:5]2[C:13]1=[CH:1][CH:2]=[CH:3][CH:4]=2)=[O:17])([CH3:32])([CH3:31])[CH3:29]. (6) Given the reactants C(Cl)(=O)C(Cl)=O.[Cl:7][C:8]1[C:9]([Cl:17])=[N:10][CH:11]=[C:12]([CH:16]=1)[C:13]([OH:15])=O.Cl.O1CCOCC1.[NH:25]1[CH2:30][CH2:29][O:28][CH2:27][CH2:26]1.C(N(CC)CC)C, predict the reaction product. The product is: [Cl:7][C:8]1[CH:16]=[C:12]([C:13]([N:25]2[CH2:30][CH2:29][O:28][CH2:27][CH2:26]2)=[O:15])[CH:11]=[N:10][C:9]=1[Cl:17]. (7) Given the reactants [CH2:1]([O:8][C:9](=[O:24])[NH:10][C@@H:11]1[CH2:14][N:13](C2C=CC(OC)=CC=2)[C:12]1=[O:23])[C:2]1[CH:7]=[CH:6][CH:5]=[CH:4][CH:3]=1.O=[N+]([O-])[O-].[O-][N+](=O)[O-].[O-][N+](=O)[O-].[O-][N+](=O)[O-].[O-][N+](=O)[O-].[O-][N+](=O)[O-].[Ce+4].[NH4+].[NH4+].C([O-])(O)=O.[Na+].CCOC(C)=O, predict the reaction product. The product is: [CH2:1]([O:8][C:9](=[O:24])[NH:10][C@@H:11]1[CH2:14][NH:13][C:12]1=[O:23])[C:2]1[CH:3]=[CH:4][CH:5]=[CH:6][CH:7]=1.